Dataset: Forward reaction prediction with 1.9M reactions from USPTO patents (1976-2016). Task: Predict the product of the given reaction. (1) Given the reactants CCOCC.[F:6][C:7]1[CH:12]=[CH:11][C:10]([Mg]Br)=[CH:9][CH:8]=1.[F:15][C:16]1[C:27]([C:28]([F:31])([F:30])[F:29])=[CH:26][CH:25]=[CH:24][C:17]=1[C:18](N(OC)C)=[O:19], predict the reaction product. The product is: [F:15][C:16]1[C:27]([C:28]([F:31])([F:30])[F:29])=[CH:26][CH:25]=[CH:24][C:17]=1[C:18]([C:10]1[CH:11]=[CH:12][C:7]([F:6])=[CH:8][CH:9]=1)=[O:19]. (2) Given the reactants [Cl:1][CH2:2][C:3]([C:5]1[CH:6]=[C:7]2[C:11](=[CH:12][CH:13]=1)[NH:10][C:9](=[O:14])[CH2:8]2)=O.ClCC(Cl)=O.C([SiH](CC)CC)C.O, predict the reaction product. The product is: [Cl:1][CH2:2][CH2:3][C:5]1[CH:6]=[C:7]2[C:11](=[CH:12][CH:13]=1)[NH:10][C:9](=[O:14])[CH2:8]2. (3) The product is: [I:1][C:2]1[CH:7]=[C:6]([O:8][CH2:11][CH2:12][CH2:13][CH2:14][CH2:15][CH2:16][CH2:17][CH3:18])[CH:5]=[C:4]([O:22][CH2:19][CH2:11][CH2:12][CH2:13][CH2:14][CH2:15][CH2:16][CH3:17])[CH:3]=1. Given the reactants [I:1][C:2]1[CH:3]=[C:4](O)[CH:5]=[C:6]([OH:8])[CH:7]=1.Br[CH2:11][CH2:12][CH2:13][CH2:14][CH2:15][CH2:16][CH2:17][CH3:18].[C:19](=[O:22])([O-])[O-].[K+].[K+], predict the reaction product. (4) Given the reactants [Cl:1][C:2]1[CH:3]=[CH:4][C:5]([S:21]([CH2:24][CH3:25])(=[O:23])=[O:22])=[C:6]([CH:20]=1)[NH:7][N:8]1[C:17](=[O:18])[C:16]2[C:11](=[CH:12][CH:13]=[C:14](I)[CH:15]=2)[N:10]=[CH:9]1.[CH:26]([B-](F)(F)F)=[CH2:27].[K+].B(O)O, predict the reaction product. The product is: [Cl:1][C:2]1[CH:3]=[CH:4][C:5]([S:21]([CH2:24][CH3:25])(=[O:23])=[O:22])=[C:6]([CH:20]=1)[NH:7][N:8]1[C:17](=[O:18])[C:16]2[C:11](=[CH:12][CH:13]=[C:14]([CH:26]=[CH2:27])[CH:15]=2)[N:10]=[CH:9]1. (5) The product is: [Cl:1][C:2]1[CH:3]=[C:4]([O:12][CH:13]2[CH2:17][CH2:16][CH2:15][CH2:14]2)[C:5]([CH3:11])=[C:6]([CH:10]=1)[C:7]([NH:19][CH2:20][C:21]1[C:22](=[O:29])[NH:23][C:24]([CH3:28])=[CH:25][C:26]=1[CH3:27])=[O:9]. Given the reactants [Cl:1][C:2]1[CH:3]=[C:4]([O:12][CH:13]2[CH2:17][CH2:16][CH2:15][CH2:14]2)[C:5]([CH3:11])=[C:6]([CH:10]=1)[C:7]([OH:9])=O.Cl.[NH2:19][CH2:20][C:21]1[C:22](=[O:29])[NH:23][C:24]([CH3:28])=[CH:25][C:26]=1[CH3:27].C1C=NC2N(O)N=NC=2C=1.CN1CCOCC1.C(Cl)CCl, predict the reaction product.